The task is: Binary Classification. Given a miRNA mature sequence and a target amino acid sequence, predict their likelihood of interaction.. This data is from Experimentally validated miRNA-target interactions with 360,000+ pairs, plus equal number of negative samples. (1) The miRNA is hsa-miR-877-3p with sequence UCCUCUUCUCCCUCCUCCCAG. The protein sequence of the target gene is MKSSVAQIKPSSGHDRRENLNSYQRNSSPEDRYEEQERSPRDRDYFDYSRSDYEHSRRGRSYDSSMESRNRDREKRRERERDTDRKRSRKSPSPGRRNPETSVTQSSSAQDEPATKKKKDELDPLLTRTGGAYIPPAKLRMMQEQITDKNSLAYQRMSWEALKKSINGLINKVNISNISIIIQELLQENIVRGRGLLSRSVLQAQSASPIFTHVYAALVAIINSKFPQIGELILKRLILNFRKGYRRNDKQLCLTASKFVAHLINQNVAHEVLCLEMLTLLLERPTDDSVEVAIGFLKEC.... Result: 1 (interaction). (2) The miRNA is dme-miR-11-3p with sequence CAUCACAGUCUGAGUUCUUGC. The protein sequence of the target gene is MGLETEKADVQLFMADDAYSHHSVVDYTDPEKYVDSSQDRDPHQLNSHLKLGFEDLIAEPPTTHSFDKVWICSHALFEISKYVIYKFLTVFLAIPLAFIAGILFATLSCLHIWILMPFVKTCLMVLPSVQTIWKSVTDVVIGPLCTSVGRIFSSVSMQLSHD. Result: 0 (no interaction). (3) The miRNA is hsa-miR-6832-5p with sequence AGUAGAGAGGAAAAGUUAGGGUC. The protein sequence of the target gene is MARGGDTGCTGPSETSASGAAAIALPGLEGPATDAQCQTLPLTVLKSRSPSPRSLPPALSCPPPQPAMLEHLSSLPTQMDYKGQKLAEQMFQGIILFSAIVGFIYGYVAEQFGWTVYIVMAGFAFSCLLTLPPWPIYRRHPLKWLPVQESSTDDKKPGERKIKRHAKNN. Result: 1 (interaction). (4) The miRNA is hsa-miR-16-5p with sequence UAGCAGCACGUAAAUAUUGGCG. The protein sequence of the target gene is MDHYDSQQTNDYMQPEEDWDRDLLLDPAWEKQQRKTFTAWCNSHLRKAGTQIENIEEDFRDGLKLMLLLEVISGERLAKPERGKMRVHKISNVNKALDFIASKGVKLVSIGAEEIVDGNVKMTLGMIWTIILRFAIQDISVEETSAKEGLLLWCQRKTAPYKNVNIQNFHISWKDGLGFCALIHRHRPELIDYGKLRKDDPLTNLNTAFDVAEKYLDIPKMLDAEDIVGTARPDEKAIMTYVSSFYHAFSGAQKAETAANRICKVLAVNQENEQLMEDYEKLASDLLEWIRRTIPWLENR.... Result: 1 (interaction).